Task: Predict the reactants needed to synthesize the given product.. Dataset: Full USPTO retrosynthesis dataset with 1.9M reactions from patents (1976-2016) (1) Given the product [NH2:25][C:21]1[O:10][C:11]2[C:19]([CH:8]([C:4]3[CH:5]=[N:6][CH:7]=[C:2]([Br:1])[CH:3]=3)[C:22]=1[C:23]#[N:24])=[CH:18][CH:17]=[C:16]1[N:15]([CH3:20])[CH:14]=[CH:13][C:12]=21, predict the reactants needed to synthesize it. The reactants are: [Br:1][C:2]1[CH:3]=[C:4]([CH:8]=O)[CH:5]=[N:6][CH:7]=1.[OH:10][C:11]1[CH:19]=[CH:18][CH:17]=[C:16]2[C:12]=1[CH:13]=[CH:14][N:15]2[CH3:20].[C:21](#[N:25])[CH2:22][C:23]#[N:24].N1CCCCC1. (2) Given the product [CH3:1][O:2][C:3]1[CH:4]=[C:5]([CH:6]=[CH:13][C:14]([C:16]2[CH:21]=[CH:20][C:19]([O:22][CH3:23])=[C:18]([O:24][CH3:25])[C:17]=2[O:26][CH3:27])=[O:15])[CH:8]=[C:9]([O:11][CH3:12])[CH:10]=1, predict the reactants needed to synthesize it. The reactants are: [CH3:1][O:2][C:3]1[CH:4]=[C:5]([CH:8]=[C:9]([O:11][CH3:12])[CH:10]=1)[CH:6]=O.[CH3:13][C:14]([C:16]1[CH:21]=[CH:20][C:19]([O:22][CH3:23])=[C:18]([O:24][CH3:25])[C:17]=1[O:26][CH3:27])=[O:15]. (3) Given the product [CH2:13]([O:20][N:21]1[C:27](=[O:28])[N:26]2[CH2:29][C@H:22]1[CH2:23][CH2:24][C@H:25]2[C:30]([N:35]([CH:33]=[O:34])[NH2:36])=[O:32])[C:14]1[CH:15]=[CH:16][CH:17]=[CH:18][CH:19]=1, predict the reactants needed to synthesize it. The reactants are: C(N1C=CN=C1)(N1C=CN=C1)=O.[CH2:13]([O:20][N:21]1[C:27](=[O:28])[N:26]2[CH2:29][C@H:22]1[CH2:23][CH2:24][C@H:25]2[C:30]([OH:32])=O)[C:14]1[CH:19]=[CH:18][CH:17]=[CH:16][CH:15]=1.[CH:33]([NH:35][NH2:36])=[O:34].CCOC(C)=O. (4) Given the product [CH3:1][O:2][C:3]1[CH:4]=[C:5]([S:9][C:10]2[C:18]3[C:17]([NH:19][C@H:20]([C:22]4[N:27]([C:28]5[CH:33]=[CH:32][CH:31]=[CH:30][CH:29]=5)[C:26](=[O:34])[C:25]5=[C:35]([CH3:38])[CH:36]=[CH:37][N:24]5[N:23]=4)[CH3:21])=[N:16][CH:15]=[N:14][C:13]=3[NH:12][CH:11]=2)[CH:6]=[CH:7][CH:8]=1, predict the reactants needed to synthesize it. The reactants are: [CH3:1][O:2][C:3]1[CH:4]=[C:5]([S:9][C:10]2[C:18]3[C:17]([NH:19][C@H:20]([C:22]4[N:27]([C:28]5[CH:33]=[CH:32][CH:31]=[CH:30][CH:29]=5)[C:26](=[O:34])[C:25]5=[C:35]([CH3:38])[CH:36]=[CH:37][N:24]5[N:23]=4)[CH3:21])=[N:16][CH:15]=[N:14][C:13]=3[N:12](COCC[Si](C)(C)C)[CH:11]=2)[CH:6]=[CH:7][CH:8]=1.FC(F)(F)C(O)=O.N. (5) Given the product [Br:1][C:2]1[CH:3]=[C:4]2[C@:15]3([N:20]=[C:19]([NH2:21])[CH2:18][O:17][CH2:16]3)[C:14]3[CH:13]=[C:12]([O:26][CH3:25])[N:11]=[CH:10][C:9]=3[O:8][C:5]2=[CH:6][CH:7]=1, predict the reactants needed to synthesize it. The reactants are: [Br:1][C:2]1[CH:3]=[C:4]2[C@:15]3([N:20]=[C:19]([NH2:21])[CH2:18][O:17][CH2:16]3)[C:14]3[CH:13]=[C:12](Cl)[N:11]=[CH:10][C:9]=3[O:8][C:5]2=[CH:6][CH:7]=1.CC(C)(C)[CH2:25][OH:26].C1OCCOCCOCCOCCOCCOC1.[OH-].[K+].